Dataset: Reaction yield outcomes from USPTO patents with 853,638 reactions. Task: Predict the reaction yield, written as a fraction of the theoretical maximum amount of product (1.0 means a 100% yield; for example, 0.34 means a 34% yield). (1) The reactants are [N+:1]([C:4]1[CH:8]=[N:7][NH:6][C:5]=1[NH2:9])([O-:3])=[O:2].CN(C)[CH:12]=[CH:13][C:14]([C:16]1[CH:17]=[C:18]([N:22]([CH3:26])[C:23](=[O:25])[CH3:24])[CH:19]=[CH:20][CH:21]=1)=O. The catalyst is C(O)(=O)C. The product is [CH3:26][N:22]([C:18]1[CH:19]=[CH:20][CH:21]=[C:16]([C:14]2[N:6]3[N:7]=[CH:8][C:4]([N+:1]([O-:3])=[O:2])=[C:5]3[N:9]=[CH:12][CH:13]=2)[CH:17]=1)[C:23](=[O:25])[CH3:24]. The yield is 0.290. (2) The reactants are Cl.[F:2][C:3]1[CH:8]=[C:7]([F:9])[CH:6]=[CH:5][C:4]=1[N:10]1[C:14]([N:15]2[N:24]=[C:23]3[C:17]([CH2:18][CH2:19][O:20][C:21]4[CH:28]=[CH:27][C:26]([CH:29]5[CH2:34][CH2:33][NH:32][CH2:31][CH2:30]5)=[CH:25][C:22]=43)=[CH:16]2)=[N:13][CH:12]=[N:11]1.Cl([O-])(=O)(=O)=O.[Li+].CCN(C(C)C)C(C)C.[CH3:50][C:51]1([CH3:54])[CH2:53][O:52]1. The catalyst is C1COCC1.O. The product is [F:2][C:3]1[CH:8]=[C:7]([F:9])[CH:6]=[CH:5][C:4]=1[N:10]1[C:14]([N:15]2[N:24]=[C:23]3[C:17]([CH2:18][CH2:19][O:20][C:21]4[CH:28]=[CH:27][C:26]([CH:29]5[CH2:34][CH2:33][N:32]([CH2:50][C:51]([CH3:54])([OH:52])[CH3:53])[CH2:31][CH2:30]5)=[CH:25][C:22]=43)=[CH:16]2)=[N:13][CH:12]=[N:11]1. The yield is 0.540. (3) The reactants are [NH2:1][C:2]1[CH:3]=[N:4][CH:5]=[CH:6][CH:7]=1.C(N(CC)CC)C.[Cl-].ClC1N(C)CC[NH+]1C.[CH3:24][O:25][C:26]1[C:27](=[O:54])[C:28]([CH3:53])=[C:29]([CH2:35][C:36]2[CH:37]=[CH:38][C:39]([O:45][CH2:46][C:47]3[CH:48]=[N:49][CH:50]=[CH:51][CH:52]=3)=[C:40]([CH:44]=2)[C:41](O)=[O:42])[C:30](=[O:34])[C:31]=1[O:32][CH3:33]. The catalyst is C(Cl)Cl. The product is [N:4]1[CH:5]=[CH:6][CH:7]=[C:2]([NH:1][C:41](=[O:42])[C:40]2[CH:44]=[C:36]([CH2:35][C:29]3[C:30](=[O:34])[C:31]([O:32][CH3:33])=[C:26]([O:25][CH3:24])[C:27](=[O:54])[C:28]=3[CH3:53])[CH:37]=[CH:38][C:39]=2[O:45][CH2:46][C:47]2[CH:48]=[N:49][CH:50]=[CH:51][CH:52]=2)[CH:3]=1. The yield is 0.100. (4) The reactants are [NH:1]([C:3]1[N:8]=[CH:7][N:6]=[C:5]2[N:9]([C:12]3[CH:17]=[CH:16][CH:15]=[CH:14][CH:13]=3)[N:10]=[CH:11][C:4]=12)[NH2:2].[CH3:18][O:19][C:20]1[CH:21]=[C:22]([CH:25]=[CH:26][C:27]=1[OH:28])[CH:23]=O. The catalyst is C(O)C.N1CCCC1. The product is [C:12]1([N:9]2[C:5]3=[N:6][CH:7]=[N:8][C:3]([NH:1][N:2]=[CH:23][C:22]4[CH:25]=[CH:26][C:27]([OH:28])=[C:20]([O:19][CH3:18])[CH:21]=4)=[C:4]3[CH:11]=[N:10]2)[CH:17]=[CH:16][CH:15]=[CH:14][CH:13]=1. The yield is 0.520. (5) The reactants are [C:1]1(=[O:10])[C:9]2[C:4](=[CH:5][CH:6]=[CH:7][CH:8]=2)[CH2:3][CH2:2]1.CS(O)(=O)=O.[N-:16]=[N+]=[N-].[Na+].[OH-].[Na+]. The catalyst is C(Cl)Cl. The product is [NH:16]1[C:9]2[C:4](=[CH:5][CH:6]=[CH:7][CH:8]=2)[CH2:3][CH2:2][C:1]1=[O:10]. The yield is 0.600. (6) The reactants are [CH3:1][O:2][C:3](=[O:16])[C:4]1[CH:9]=[C:8]([N+:10]([O-:12])=[O:11])[C:7]([NH2:13])=[C:6]([Cl:14])[C:5]=1F.[NH2:17][C:18]1[CH:23]=[CH:22][CH:21]=[CH:20][CH:19]=1.O. The catalyst is CO. The product is [CH3:1][O:2][C:3](=[O:16])[C:4]1[CH:9]=[C:8]([N+:10]([O-:12])=[O:11])[C:7]([NH2:13])=[C:6]([Cl:14])[C:5]=1[NH:17][C:18]1[CH:23]=[CH:22][CH:21]=[CH:20][CH:19]=1. The yield is 0.840. (7) The reactants are [NH2:1][C:2]1[S:3][CH:4]=[C:5]([C:7]([O:9]CC)=[O:8])[N:6]=1.[OH-].[Na+].Cl. No catalyst specified. The product is [NH2:1][C:2]1[S:3][CH:4]=[C:5]([C:7]([OH:9])=[O:8])[N:6]=1. The yield is 0.850. (8) The reactants are [CH:1]1([O:6][C:7]2[C:12]([CH2:13][NH:14][C:15](=[O:37])[NH:16][C:17]3[CH:35]=[CH:34][C:20]([CH2:21][NH:22][S:23]([NH:26]C(=O)OC(C)(C)C)(=[O:25])=[O:24])=[C:19]([F:36])[CH:18]=3)=[CH:11][CH:10]=[C:9]([C:38]([F:41])([F:40])[F:39])[N:8]=2)[CH2:5][CH2:4][CH2:3][CH2:2]1.FC(F)(F)C(O)=O.C(=O)(O)[O-].[Na+]. The catalyst is ClCCl. The product is [F:36][C:19]1[CH:18]=[C:17]([NH:16][C:15]([NH:14][CH2:13][C:12]2[C:7]([O:6][CH:1]3[CH2:5][CH2:4][CH2:3][CH2:2]3)=[N:8][C:9]([C:38]([F:41])([F:40])[F:39])=[CH:10][CH:11]=2)=[O:37])[CH:35]=[CH:34][C:20]=1[CH2:21][NH:22][S:23](=[O:25])(=[O:24])[NH2:26]. The yield is 0.670. (9) The reactants are [Cl:1][C:2]1[CH:3]=[C:4]([CH:22]=[CH:23][CH:24]=1)[CH2:5][C:6]1[CH:10]=[C:9]([CH:11]2[O:15][CH2:14][CH2:13][O:12]2)[S:8][C:7]=1[C:16](=[O:21])[CH2:17][CH2:18][CH2:19][OH:20].[BH4-].[Na+]. The catalyst is CO. The product is [Cl:1][C:2]1[CH:3]=[C:4]([CH:22]=[CH:23][CH:24]=1)[CH2:5][C:6]1[CH:10]=[C:9]([CH:11]2[O:15][CH2:14][CH2:13][O:12]2)[S:8][C:7]=1[CH:16]([OH:21])[CH2:17][CH2:18][CH2:19][OH:20]. The yield is 0.800.